The task is: Predict the reactants needed to synthesize the given product.. This data is from Full USPTO retrosynthesis dataset with 1.9M reactions from patents (1976-2016). (1) The reactants are: [CH2:1]([C:3]1[N:13]([CH2:14][C:15]2[CH:23]=[CH:22][C:18]([C:19](O)=[O:20])=[CH:17][CH:16]=2)[C:6]2=[N:7][C:8]([CH3:12])=[CH:9][C:10]([CH3:11])=[C:5]2[N:4]=1)[CH3:2].[N:24]1([CH2:31][CH2:32][CH2:33][CH2:34][NH2:35])[CH2:30][CH2:29][CH2:28][CH2:27][CH2:26][CH2:25]1. Given the product [N:24]1([CH2:31][CH2:32][CH2:33][CH2:34][NH:35][C:19](=[O:20])[C:18]2[CH:22]=[CH:23][C:15]([CH2:14][N:13]3[C:6]4=[N:7][C:8]([CH3:12])=[CH:9][C:10]([CH3:11])=[C:5]4[N:4]=[C:3]3[CH2:1][CH3:2])=[CH:16][CH:17]=2)[CH2:30][CH2:29][CH2:28][CH2:27][CH2:26][CH2:25]1, predict the reactants needed to synthesize it. (2) Given the product [C:1]([CH:3]1[C:12]([C:13]2[CH:14]=[N:15][CH:16]=[C:17]([CH3:19])[CH:18]=2)=[C:11]2[C:6](=[C:7]3[CH:22]=[CH:21][N:20]=[C:8]3[CH:9]=[CH:10]2)[O:5][C:4]1=[O:24])#[N:2], predict the reactants needed to synthesize it. The reactants are: [C:1]([CH:3]1[C:12]([C:13]2[CH:14]=[N:15][CH:16]=[C:17]([CH3:19])[CH:18]=2)=[C:11]2[C:6](=[C:7]3[CH:22]=[CH:21][N:20]=[C:8]3[CH:9]=[CH:10]2)[O:5][C:4]1=N)#[N:2].[OH-:24].[Na+]. (3) The reactants are: [CH3:1][C:2]([CH3:30])([CH3:29])[C:3]#[C:4][C:5]1[S:9][C:8]([C:10]([O:12]C)=[O:11])=[C:7]([N:14]([C@H:24]2[CH2:28][CH2:27][NH:26][CH2:25]2)[C:15]([C@H:17]2[CH2:22][CH2:21][C@H:20]([CH3:23])[CH2:19][CH2:18]2)=[O:16])[CH:6]=1.O1CCCC1.O.[OH-].[Li+].Cl. Given the product [CH3:29][C:2]([CH3:1])([CH3:30])[C:3]#[C:4][C:5]1[S:9][C:8]([C:10]([OH:12])=[O:11])=[C:7]([N:14]([C@H:24]2[CH2:28][CH2:27][NH:26][CH2:25]2)[C:15]([C@H:17]2[CH2:22][CH2:21][C@H:20]([CH3:23])[CH2:19][CH2:18]2)=[O:16])[CH:6]=1, predict the reactants needed to synthesize it. (4) Given the product [CH2:1]([C@H:3]1[C@@H:7]([C:8]2[N:12]3[C:13]4[CH:19]=[CH:18][NH:17][C:14]=4[N:15]=[CH:16][C:11]3=[N:10][N:9]=2)[CH2:6][C:5](=[CH:30][C:31]([O:33][CH2:34][CH3:35])=[O:32])[CH2:4]1)[CH3:2], predict the reactants needed to synthesize it. The reactants are: [CH2:1]([C@H:3]1[C@@H:7]([C:8]2[N:12]3[C:13]4[CH:19]=[CH:18][N:17](S(C5C=CC(C)=CC=5)(=O)=O)[C:14]=4[N:15]=[CH:16][C:11]3=[N:10][N:9]=2)[CH2:6][C:5](=[CH:30][C:31]([O:33][CH2:34][CH3:35])=[O:32])[CH2:4]1)[CH3:2].CCCC[N+](CCCC)(CCCC)CCCC.[F-].CCOC(C)=O. (5) Given the product [OH:18][CH:17]([CH:14]1[CH2:15][CH2:16][N:11]([C:9]([O:8][CH2:1][C:2]2[CH:7]=[CH:6][CH:5]=[CH:4][CH:3]=2)=[O:10])[CH2:12][CH2:13]1)[CH3:19], predict the reactants needed to synthesize it. The reactants are: [CH2:1]([O:8][C:9]([N:11]1[CH2:16][CH2:15][CH:14]([CH:17]=[O:18])[CH2:13][CH2:12]1)=[O:10])[C:2]1[CH:7]=[CH:6][CH:5]=[CH:4][CH:3]=1.[CH3:19][Mg]Br. (6) Given the product [NH2:23][CH2:22][CH2:21][O:20][C:15]1[CH:16]=[C:17]2[C:12](=[CH:13][CH:14]=1)[CH:11]=[C:10]([CH2:9][CH2:8][NH:7][S:4]([CH:2]([CH3:3])[CH3:1])(=[O:6])=[O:5])[CH:19]=[CH:18]2, predict the reactants needed to synthesize it. The reactants are: [CH3:1][CH:2]([S:4]([NH:7][CH2:8][CH2:9][C:10]1[CH:11]=[C:12]2[C:17](=[CH:18][CH:19]=1)[CH:16]=[C:15]([O:20][CH2:21][C:22]#[N:23])[CH:14]=[CH:13]2)(=[O:6])=[O:5])[CH3:3].CSC.B.C1COCC1.[OH-].[Na+].